This data is from TCR-epitope binding with 47,182 pairs between 192 epitopes and 23,139 TCRs. The task is: Binary Classification. Given a T-cell receptor sequence (or CDR3 region) and an epitope sequence, predict whether binding occurs between them. (1) The epitope is KEIDRLNEV. The TCR CDR3 sequence is CASSDQGRHATDTQYF. Result: 1 (the TCR binds to the epitope). (2) The epitope is TPQDLNTML. The TCR CDR3 sequence is CASSLGVNTIYF. Result: 1 (the TCR binds to the epitope). (3) The epitope is ILKEPVHGV. Result: 0 (the TCR does not bind to the epitope). The TCR CDR3 sequence is CASSLDGQGPLYGYTF. (4) The TCR CDR3 sequence is CASSFGVGTESYEQYF. Result: 1 (the TCR binds to the epitope). The epitope is KLGGALQAK. (5) The epitope is KLNVGDYFV. The TCR CDR3 sequence is CSVEGEGGSYNEQFF. Result: 0 (the TCR does not bind to the epitope). (6) Result: 1 (the TCR binds to the epitope). The epitope is PROT_97E67BCC. The TCR CDR3 sequence is CASSKNRVTTDYPNEKLFF.